This data is from Forward reaction prediction with 1.9M reactions from USPTO patents (1976-2016). The task is: Predict the product of the given reaction. (1) Given the reactants [Cl:1][C:2]1[CH:7]=[CH:6][C:5]([C:8]2[N:12]=[C:11]([C:13]3[S:14][CH:15]=[CH:16][C:17]=3[Cl:18])[O:10][N:9]=2)=[CH:4][C:3]=1[NH2:19].[CH2:20]([OH:22])[CH3:21].C([CH2:25][C:26](OBr)=[O:27])C.C(N(CC)CC)C, predict the reaction product. The product is: [CH2:20]([O:22][C:26](=[O:27])[CH2:25][NH:19][C:3]1[CH:4]=[C:5]([C:8]2[N:12]=[C:11]([C:13]3[S:14][CH:15]=[CH:16][C:17]=3[Cl:18])[O:10][N:9]=2)[CH:6]=[CH:7][C:2]=1[Cl:1])[CH3:21]. (2) Given the reactants [N:1]1([CH2:6][C:7]2[CH:23]=[CH:22][C:10]([CH2:11][N:12]3[CH:20]=[C:19]4[C:14]([N:15]=[CH:16][N:17]=[C:18]4Cl)=[N:13]3)=[CH:9][CH:8]=2)[CH:5]=[CH:4][CH:3]=[N:2]1.[Cl:24][C:25]1[CH:26]=[C:27]([CH2:32][NH2:33])[CH:28]=[CH:29][C:30]=1[Cl:31], predict the reaction product. The product is: [N:1]1([CH2:6][C:7]2[CH:23]=[CH:22][C:10]([CH2:11][N:12]3[CH:20]=[C:19]4[C:14]([N:15]=[CH:16][N:17]=[C:18]4[NH:33][CH2:32][C:27]4[CH:28]=[CH:29][C:30]([Cl:31])=[C:25]([Cl:24])[CH:26]=4)=[N:13]3)=[CH:9][CH:8]=2)[CH:5]=[CH:4][CH:3]=[N:2]1.